Dataset: Peptide-MHC class II binding affinity with 134,281 pairs from IEDB. Task: Regression. Given a peptide amino acid sequence and an MHC pseudo amino acid sequence, predict their binding affinity value. This is MHC class II binding data. (1) The peptide sequence is VLRTKLMTSRRVLER. The MHC is DRB1_0401 with pseudo-sequence DRB1_0401. The binding affinity (normalized) is 0.396. (2) The binding affinity (normalized) is 1.00. The peptide sequence is YDKFLANVSTVLTYK. The MHC is DRB3_0202 with pseudo-sequence DRB3_0202.